Predict the reaction yield, written as a fraction of the theoretical maximum amount of product (1.0 means a 100% yield; for example, 0.34 means a 34% yield). From a dataset of Reaction yield outcomes from USPTO patents with 853,638 reactions. The reactants are [CH3:1][O:2][C:3]1[CH:4]=[C:5]2[C:9](=[CH:10][CH:11]=1)[N:8]([CH3:12])[CH:7]=[C:6]2[C:13]1[N:30](COCC[Si](C)(C)C)[C:16]2[N:17]=[CH:18][C:19]3[N:20]([C:21]([CH:24]4[CH2:29][CH2:28][CH2:27][O:26][CH2:25]4)=[N:22][CH:23]=3)[C:15]=2[CH:14]=1.C(O)(C(F)(F)F)=O.[NH4+].[OH-].O. The catalyst is C(Cl)Cl. The product is [CH3:1][O:2][C:3]1[CH:4]=[C:5]2[C:9](=[CH:10][CH:11]=1)[N:8]([CH3:12])[CH:7]=[C:6]2[C:13]1[NH:30][C:16]2[N:17]=[CH:18][C:19]3[N:20]([C:21]([CH:24]4[CH2:29][CH2:28][CH2:27][O:26][CH2:25]4)=[N:22][CH:23]=3)[C:15]=2[CH:14]=1. The yield is 0.390.